From a dataset of Forward reaction prediction with 1.9M reactions from USPTO patents (1976-2016). Predict the product of the given reaction. (1) Given the reactants [ClH:1].N[C:3]1[C:4]2[CH2:11][CH2:10][CH2:9][C:8](=[O:12])[C:5]=2[S:6][CH:7]=1.Cl.CC(OCC1C2C(=CC=CC=2)C(COC(C)=O)=C2C=1C=CC=C2)=O.[S:38](=[O:42])(=O)(O)[OH:39].N([O-])=O.[Na+].S(=O)(O)O, predict the reaction product. The product is: [O:12]=[C:8]1[C:5]2[S:6][CH:7]=[C:3]([S:38]([Cl:1])(=[O:42])=[O:39])[C:4]=2[CH2:11][CH2:10][CH2:9]1. (2) Given the reactants [N+:1]([CH2:4][C:5]1([OH:15])[CH2:14][CH2:13][C:8]2([O:12][CH2:11][CH2:10][O:9]2)[CH2:7][CH2:6]1)([O-])=O, predict the reaction product. The product is: [NH2:1][CH2:4][C:5]1([OH:15])[CH2:14][CH2:13][C:8]2([O:12][CH2:11][CH2:10][O:9]2)[CH2:7][CH2:6]1. (3) Given the reactants [CH2:1]1[C@H:5]2[CH2:6][CH2:7][C@H:8]([NH:9][C:10](=[O:16])[O:11][C:12]([CH3:15])([CH3:14])[CH3:13])[C@H:4]2[CH2:3][NH:2]1.Br[C:18]1[CH:23]=[CH:22][CH:21]=[CH:20][C:19]=1[C:24]([F:27])([F:26])[F:25].P([O-])([O-])([O-])=O.[K+].[K+].[K+].C1(P(C2CCCCC2)C2C=CC=CC=2C2C(C(C)C)=CC(C(C)C)=CC=2C(C)C)CCCCC1, predict the reaction product. The product is: [F:25][C:24]([F:27])([F:26])[C:19]1[CH:20]=[CH:21][CH:22]=[CH:23][C:18]=1[N:2]1[CH2:3][C@@H:4]2[C@@H:8]([NH:9][C:10](=[O:16])[O:11][C:12]([CH3:13])([CH3:15])[CH3:14])[CH2:7][CH2:6][C@@H:5]2[CH2:1]1. (4) Given the reactants [C:1]([O:5][C:6]([N:8]1[CH:12]=[CH:11][CH:10]=[C:9]1[C:13]1[CH:18]=[CH:17][C:16]([O:19]CC2C=CC=CC=2)=[C:15]([N:27]2[CH2:31][C:30](=[O:32])[NH:29][S:28]2(=[O:34])=[O:33])[CH:14]=1)=[O:7])([CH3:4])([CH3:3])[CH3:2].N1C=CC=C1.N1CCCC1, predict the reaction product. The product is: [C:1]([O:5][C:6]([N:8]1[CH:12]=[CH:11][CH:10]=[C:9]1[C:13]1[CH:18]=[CH:17][C:16]([OH:19])=[C:15]([N:27]2[CH2:31][C:30](=[O:32])[NH:29][S:28]2(=[O:33])=[O:34])[CH:14]=1)=[O:7])([CH3:4])([CH3:2])[CH3:3]. (5) Given the reactants C(NC(C)C)(C)C.C([Li])CCC.[C:13](#[N:17])[CH:14]([CH3:16])[CH3:15].CN1CCCN(C)C1=O.[CH2:27]([O:29][CH:30]([O:33][CH2:34][CH3:35])[CH2:31]Br)[CH3:28].[Cl-].[NH4+], predict the reaction product. The product is: [CH2:27]([O:29][CH:30]([O:33][CH2:34][CH3:35])[CH2:31][C:14]([CH3:16])([CH3:15])[C:13]#[N:17])[CH3:28].